Dataset: NCI-60 drug combinations with 297,098 pairs across 59 cell lines. Task: Regression. Given two drug SMILES strings and cell line genomic features, predict the synergy score measuring deviation from expected non-interaction effect. (1) Drug 1: CC1=C2C(C(=O)C3(C(CC4C(C3C(C(C2(C)C)(CC1OC(=O)C(C(C5=CC=CC=C5)NC(=O)C6=CC=CC=C6)O)O)OC(=O)C7=CC=CC=C7)(CO4)OC(=O)C)O)C)OC(=O)C. Drug 2: C1CN(P(=O)(OC1)NCCCl)CCCl. Cell line: MDA-MB-231. Synergy scores: CSS=8.88, Synergy_ZIP=-5.01, Synergy_Bliss=0.702, Synergy_Loewe=-19.2, Synergy_HSA=0.961. (2) Drug 1: CC1C(C(CC(O1)OC2CC(CC3=C2C(=C4C(=C3O)C(=O)C5=C(C4=O)C(=CC=C5)OC)O)(C(=O)CO)O)N)O. Drug 2: CC(C)(C#N)C1=CC=C(C=C1)N2C3=C4C=C(C=CC4=NC=C3N(C2=O)C)C5=CC6=CC=CC=C6N=C5. Cell line: HCT116. Synergy scores: CSS=73.0, Synergy_ZIP=2.00, Synergy_Bliss=-0.636, Synergy_Loewe=-1.35, Synergy_HSA=3.81. (3) Drug 1: C1CN(CCN1C(=O)CCBr)C(=O)CCBr. Drug 2: C1CNP(=O)(OC1)N(CCCl)CCCl. Cell line: SNB-19. Synergy scores: CSS=4.61, Synergy_ZIP=-5.09, Synergy_Bliss=-2.96, Synergy_Loewe=-5.23, Synergy_HSA=-4.23. (4) Drug 2: C#CCC(CC1=CN=C2C(=N1)C(=NC(=N2)N)N)C3=CC=C(C=C3)C(=O)NC(CCC(=O)O)C(=O)O. Drug 1: C1=NC(=NC(=O)N1C2C(C(C(O2)CO)O)O)N. Synergy scores: CSS=56.8, Synergy_ZIP=-1.63, Synergy_Bliss=-1.65, Synergy_Loewe=-9.39, Synergy_HSA=1.21. Cell line: SW-620.